This data is from Full USPTO retrosynthesis dataset with 1.9M reactions from patents (1976-2016). The task is: Predict the reactants needed to synthesize the given product. (1) Given the product [F:6][C:7]1[CH:24]=[CH:23][CH:22]=[CH:21][C:8]=1[O:9][C:10]1[CH:15]=[CH:14][C:13]([CH2:16][C:17]2[CH:26]=[C:25]([C:27]3[C:28]([NH2:34])=[N:29][C:30]([NH2:33])=[CH:31][CH:32]=3)[O:19][N:18]=2)=[CH:12][CH:11]=1, predict the reactants needed to synthesize it. The reactants are: O1CCCC1.[F:6][C:7]1[CH:24]=[CH:23][CH:22]=[CH:21][C:8]=1[O:9][C:10]1[CH:15]=[CH:14][C:13]([CH2:16][C:17](Cl)=[N:18][OH:19])=[CH:12][CH:11]=1.[C:25]([C:27]1[C:28]([NH2:34])=[N:29][C:30]([NH2:33])=[CH:31][CH:32]=1)#[CH:26].C(N(CC)CC)C. (2) Given the product [CH3:22][NH:14][C:11]1[CH:12]=[N:13][C:8]([N:5]2[CH2:4][CH2:3][N:2]([CH3:1])[CH2:7][CH2:6]2)=[CH:9][C:10]=1[C:15]1[CH:20]=[CH:19][CH:18]=[CH:17][C:16]=1[CH3:21], predict the reactants needed to synthesize it. The reactants are: [CH3:1][N:2]1[CH2:7][CH2:6][N:5]([C:8]2[N:13]=[CH:12][C:11]([NH2:14])=[C:10]([C:15]3[CH:20]=[CH:19][CH:18]=[CH:17][C:16]=3[CH3:21])[CH:9]=2)[CH2:4][CH2:3]1.[C:22](#N)C.C(N(C(C)C)CC)(C)C.ClC(OCC)=O. (3) Given the product [CH:15]1([NH:18][C:2]2[C:11]([N+:12]([O-:14])=[O:13])=[CH:10][CH:9]=[CH:8][C:3]=2[C:4]([NH:6][CH3:7])=[O:5])[CH2:17][CH2:16]1, predict the reactants needed to synthesize it. The reactants are: Br[C:2]1[C:11]([N+:12]([O-:14])=[O:13])=[CH:10][CH:9]=[CH:8][C:3]=1[C:4]([NH:6][CH3:7])=[O:5].[CH:15]1([NH2:18])[CH2:17][CH2:16]1. (4) Given the product [NH2:1][C:2]1[N:7]=[CH:6][N:5]=[C:4]2[N:8]([CH2:13][C:14]3[N:15]([C:26]4[CH:31]=[CH:30][CH:29]=[CH:28][C:27]=4[CH3:32])[C:16](=[O:25])[C:17]4[C:22]([CH:23]=3)=[CH:21][CH:20]=[CH:19][C:18]=4[CH3:24])[N:9]=[C:10]([CH:11]=[O:34])[C:3]=12, predict the reactants needed to synthesize it. The reactants are: [NH2:1][C:2]1[N:7]=[CH:6][N:5]=[C:4]2[N:8]([CH2:13][C:14]3[N:15]([C:26]4[CH:31]=[CH:30][CH:29]=[CH:28][C:27]=4[CH3:32])[C:16](=[O:25])[C:17]4[C:22]([CH:23]=3)=[CH:21][CH:20]=[CH:19][C:18]=4[CH3:24])[N:9]=[C:10]([CH:11]=C)[C:3]=12.I([O-])(=O)(=O)=[O:34].[Na+]. (5) Given the product [CH3:26][C:25]1[CH:24]=[CH:23][N:6]2[N:5]=[C:4]3[CH2:7][N:8]([C:10]([O:12][C:13]([CH3:16])([CH3:15])[CH3:14])=[O:11])[CH2:9][C:3]3=[C:2]2[N:1]=1.[CH3:26][C:25]1[N:6]2[N:5]=[C:4]3[CH2:7][N:8]([C:10]([O:12][C:13]([CH3:16])([CH3:15])[CH3:14])=[O:11])[CH2:9][C:3]3=[C:2]2[N:1]=[CH:23][CH:24]=1, predict the reactants needed to synthesize it. The reactants are: [NH2:1][C:2]1[NH:6][N:5]=[C:4]2[CH2:7][N:8]([C:10]([O:12][C:13]([CH3:16])([CH3:15])[CH3:14])=[O:11])[CH2:9][C:3]=12.CC[O-].[Na+].CO[CH:23](OC)[CH2:24][C:25](=O)[CH3:26]. (6) Given the product [Br:1][C:2]1[CH:12]=[C:11]2[C:5](=[CH:4][C:3]=1[F:21])[CH:6]1[CH2:20][CH:8]([CH2:7]1)[N:9]1[C:10]2=[N:13][CH:14]=[CH:15]1, predict the reactants needed to synthesize it. The reactants are: [Br:1][C:2]1[CH:12]=[C:11]2[C:5]([CH:6]3[CH2:20][CH:8]([N:9]=[C:10]2[NH:13][CH2:14][CH:15](OC)OC)[CH2:7]3)=[CH:4][C:3]=1[F:21]. (7) Given the product [CH:17]1([N:15]([CH3:16])[CH:11]2[CH2:10][CH2:9][C:8]([CH3:20])([CH3:21])[C:7]3[CH:6]=[C:5]([C:3]([OH:4])=[O:2])[CH:14]=[CH:13][C:12]2=3)[CH2:19][CH2:18]1, predict the reactants needed to synthesize it. The reactants are: C[O:2][C:3]([C:5]1[CH:14]=[CH:13][C:12]2[CH:11]([N:15]([CH:17]3[CH2:19][CH2:18]3)[CH3:16])[CH2:10][CH2:9][C:8]([CH3:21])([CH3:20])[C:7]=2[CH:6]=1)=[O:4].[OH-].[Na+]. (8) Given the product [CH3:10][C:8]1[N:9]=[C:5]([N:4]2[CH2:3][C@@H:2]([CH3:16])[NH:1][C:27]2=[O:28])[S:6][C:7]=1[C:11]([O:13][CH2:14][CH3:15])=[O:12], predict the reactants needed to synthesize it. The reactants are: [NH2:1][C@@H:2]([CH3:16])[CH2:3][NH:4][C:5]1[S:6][C:7]([C:11]([O:13][CH2:14][CH3:15])=[O:12])=[C:8]([CH3:10])[N:9]=1.N[C@H](C)CNC1SC([C:27](OCC)=[O:28])=C(C)N=1.